From a dataset of Forward reaction prediction with 1.9M reactions from USPTO patents (1976-2016). Predict the product of the given reaction. (1) Given the reactants C([Li])CCC.C(NC(C)C)(C)C.[Cl:13][C:14]1[CH:23]=[CH:22][C:21]2[C:16](=[C:17]([C:24]([F:27])([F:26])[F:25])[CH:18]=[CH:19][CH:20]=2)[N:15]=1.[CH:28](OCC)=[O:29], predict the reaction product. The product is: [Cl:13][C:14]1[C:23]([CH:28]=[O:29])=[CH:22][C:21]2[C:16](=[C:17]([C:24]([F:26])([F:25])[F:27])[CH:18]=[CH:19][CH:20]=2)[N:15]=1. (2) Given the reactants [C:1]([O:5][CH2:6][CH3:7])(=[O:4])[CH:2]=[CH2:3].C1(C)C=CC=CC=1P(C1C=CC=CC=1C)C1C=CC=CC=1C.Br[C:31]1[CH:32]=[C:33]2[C:37](=[CH:38][CH:39]=1)[C:36](=[O:40])[CH2:35][CH2:34]2, predict the reaction product. The product is: [O:40]=[C:36]1[C:37]2[C:33](=[CH:32][C:31](/[CH:3]=[CH:2]/[C:1]([O:5][CH2:6][CH3:7])=[O:4])=[CH:39][CH:38]=2)[CH2:34][CH2:35]1. (3) Given the reactants Cl[C:2]1[C:11]2[C:6](=[CH:7][CH:8]=[CH:9][CH:10]=2)[N:5]=[CH:4][C:3]=1[N+:12]([O-:14])=[O:13].C(N(CC)CC)C.Cl.[NH2:23][CH2:24][C:25]1([C:31]([O:33][CH2:34][CH3:35])=[O:32])[CH2:30][CH2:29][CH2:28][CH2:27][CH2:26]1, predict the reaction product. The product is: [N+:12]([C:3]1[CH:4]=[N:5][C:6]2[C:11]([C:2]=1[NH:23][CH2:24][C:25]1([C:31]([O:33][CH2:34][CH3:35])=[O:32])[CH2:30][CH2:29][CH2:28][CH2:27][CH2:26]1)=[CH:10][CH:9]=[CH:8][CH:7]=2)([O-:14])=[O:13]. (4) Given the reactants [CH3:1][C:2]1([CH3:12])[O:6][C@H:5]2[CH2:7][S:8][C@H:9]([CH:10]=[O:11])[C@H]2O1.[Cr](O[Cr]([O-])(=O)=O)([O-])(=O)=O.[NH+]1C=CC=CC=1.[NH+]1C=CC=CC=1.S([O:39][CH3:40])(OC)(=O)=O.[C:41](=O)([O-])[O-:42].[K+].[K+], predict the reaction product. The product is: [CH3:41][O:42][C:10]([C@@H:9]1[C@@H:40]2[C@@H:5]([O:6][C:2]([CH3:1])([CH3:12])[O:39]2)[CH2:7][S:8]1)=[O:11]. (5) Given the reactants [CH3:1][O:2][C:3]([C:5]1[CH2:9][C:8]([CH3:11])([CH3:10])[CH2:7][C:6]=1[C:12]([OH:14])=O)=[O:4].CN(C=O)C.[CH:20]1([C:23]2[N:27]=[C:26]([C:28]3[C:29]4[CH2:37][CH2:36][CH2:35][CH2:34][C:30]=4[S:31][C:32]=3[NH2:33])[O:25][N:24]=2)[CH2:22][CH2:21]1.CCN(C(C)C)C(C)C, predict the reaction product. The product is: [CH3:1][O:2][C:3]([C:5]1[CH2:9][C:8]([CH3:10])([CH3:11])[CH2:7][C:6]=1[C:12](=[O:14])[NH:33][C:32]1[S:31][C:30]2[CH2:34][CH2:35][CH2:36][CH2:37][C:29]=2[C:28]=1[C:26]1[O:25][N:24]=[C:23]([CH:20]2[CH2:22][CH2:21]2)[N:27]=1)=[O:4]. (6) Given the reactants [O:1]1[CH2:6][CH2:5][CH2:4][CH2:3][CH:2]1[O:7][CH2:8][CH2:9][O:10][C:11]1[CH:16]=[CH:15][C:14]([N:17]2[C:21]3[CH:22]=[CH:23][C:24]([C:26]4[CH:36]=[CH:35][C:29]([C:30](OCC)=[O:31])=[CH:28][CH:27]=4)=[CH:25][C:20]=3[N:19]=[CH:18]2)=[CH:13][CH:12]=1.FC(F)(F)S(OC1C=CC2[N:47](C3C=CC(OCCOC4CCCCO4)=CC=3)C=NC=2C=1)(=O)=O.[Cl-].[NH4+].C[NH+](C)C.C1(C)C=CC=CC=1.O.O.O.O.O.O.O.O.O.O.S([O-])([O-])(=O)=O.[Na+].[Na+], predict the reaction product. The product is: [O:1]1[CH2:6][CH2:5][CH2:4][CH2:3][CH:2]1[O:7][CH2:8][CH2:9][O:10][C:11]1[CH:12]=[CH:13][C:14]([N:17]2[C:21]3[CH:22]=[CH:23][C:24]([C:26]4[CH:27]=[CH:28][C:29]([C:30]([NH2:47])=[O:31])=[CH:35][CH:36]=4)=[CH:25][C:20]=3[N:19]=[CH:18]2)=[CH:15][CH:16]=1. (7) Given the reactants [Br:1][C:2]1[CH:7]=[CH:6][CH:5]=[CH:4][C:3]=1I.C[Si]([P:13]([C:20]1[CH:25]=[CH:24][CH:23]=[CH:22][CH:21]=1)[C:14]1[CH:19]=[CH:18][CH:17]=[CH:16][CH:15]=1)(C)C, predict the reaction product. The product is: [Br:1][C:2]1[CH:7]=[CH:6][CH:5]=[CH:4][C:3]=1[P:13]([C:20]1[CH:21]=[CH:22][CH:23]=[CH:24][CH:25]=1)[C:14]1[CH:19]=[CH:18][CH:17]=[CH:16][CH:15]=1.